This data is from Peptide-MHC class II binding affinity with 134,281 pairs from IEDB. The task is: Regression. Given a peptide amino acid sequence and an MHC pseudo amino acid sequence, predict their binding affinity value. This is MHC class II binding data. (1) The binding affinity (normalized) is 0.566. The MHC is HLA-DQA10501-DQB10301 with pseudo-sequence HLA-DQA10501-DQB10301. The peptide sequence is INEPTAAAYAYGLDR. (2) The peptide sequence is SQDLECSWNLNGLQAY. The MHC is DRB1_0802 with pseudo-sequence DRB1_0802. The binding affinity (normalized) is 0.154. (3) The peptide sequence is AVFEAALTKAITAMT. The MHC is DRB5_0101 with pseudo-sequence DRB5_0101. The binding affinity (normalized) is 0.558. (4) The peptide sequence is NSRFSSWETVCDSLD. The MHC is DRB1_1101 with pseudo-sequence DRB1_1101. The binding affinity (normalized) is 0. (5) The peptide sequence is KPSPFGQAAAGDK. The MHC is DRB1_0101 with pseudo-sequence DRB1_0101. The binding affinity (normalized) is 0.0472. (6) The binding affinity (normalized) is 0.220. The MHC is HLA-DPA10201-DPB11401 with pseudo-sequence HLA-DPA10201-DPB11401. The peptide sequence is VPDHVVWSLFNTL. (7) The peptide sequence is AGDLGRDELMELASD. The MHC is DRB1_0802 with pseudo-sequence DRB1_0802. The binding affinity (normalized) is 0.